From a dataset of Reaction yield outcomes from USPTO patents with 853,638 reactions. Predict the reaction yield, written as a fraction of the theoretical maximum amount of product (1.0 means a 100% yield; for example, 0.34 means a 34% yield). (1) The reactants are BrCCC[O:5][C:6](=[O:19])[C@@H:7]1[CH2:11][CH2:10][CH2:9][N:8]1[C:12]([O:14][C:15]([CH3:18])([CH3:17])[CH3:16])=[O:13]. The catalyst is C(#N)C.C1COCC1.[N+]([O-])([O-])=O.[Ag+]. The product is [C:12]([N:8]1[CH2:9][CH2:10][CH2:11][C@H:7]1[C:6]([OH:19])=[O:5])([O:14][C:15]([CH3:18])([CH3:17])[CH3:16])=[O:13]. The yield is 0.920. (2) The reactants are [C:1]([C:3]1([C:8]2[CH:9]=[C:10]([NH:14][C:15](=[O:26])[C:16]3[CH:21]=[CH:20][C:19]([O:22][CH3:23])=[C:18]([O:24][CH3:25])[CH:17]=3)[CH:11]=[CH:12][CH:13]=2)[CH2:7][CH2:6][CH2:5][CH2:4]1)#[N:2]. The catalyst is Cl.CO.[Pd]. The product is [NH2:2][CH2:1][C:3]1([C:8]2[CH:9]=[C:10]([NH:14][C:15](=[O:26])[C:16]3[CH:21]=[CH:20][C:19]([O:22][CH3:23])=[C:18]([O:24][CH3:25])[CH:17]=3)[CH:11]=[CH:12][CH:13]=2)[CH2:4][CH2:5][CH2:6][CH2:7]1. The yield is 0.440. (3) The reactants are C(OC([C@H:8]1[NH:13][C:12]([CH3:17])([C:14]([OH:16])=O)[CH2:11][C:10](=[O:18])[N:9]1[CH3:19])=O)(C)(C)C.C[N:21](C(ON1N=NC2C=CC=CC1=2)=[N+](C)C)C.[B-](F)(F)(F)F.C1C=CC2N(O)N=NC=2C=1.CCN(C(C)C)C(C)C.O[N:62]=[C:63]([NH2:74])[C:64]1[CH:69]=[CH:68][CH:67]=[C:66]([C:70]([F:73])([F:72])[F:71])[CH:65]=1.CCCC[N+](CCCC)(CCCC)CCCC.[F-]. The catalyst is CN(C=O)C.CCOC(C)=O. The product is [NH:21]=[C:8]1[N:9]([CH3:19])[C:10](=[O:18])[CH2:11][C@@:12]([CH3:17])([C:14]2[O:16][N:74]=[C:63]([C:64]3[CH:69]=[CH:68][CH:67]=[C:66]([C:70]([F:73])([F:72])[F:71])[CH:65]=3)[N:62]=2)[NH:13]1. The yield is 0.260. (4) The reactants are [OH:1][C:2]1[CH:11]=[CH:10][C:9]2[C:4](=[CH:5][CH:6]=[C:7]([C:12]3[CH:17]=[CH:16][CH:15]=[C:14]([OH:18])[CH:13]=3)[CH:8]=2)[C:3]=1[C:19]1[CH:20]=[C:21]([CH:25]=[CH:26][CH:27]=1)[C:22](O)=[O:23].S(Cl)(Cl)=O.[CH3:32][C:33]1[S:37][C:36]([NH2:38])=[N:35][N:34]=1. The catalyst is COCCOC.ClCCl. The product is [OH:1][C:2]1[CH:11]=[CH:10][C:9]2[C:4](=[CH:5][CH:6]=[C:7]([C:12]3[CH:17]=[CH:16][CH:15]=[C:14]([OH:18])[CH:13]=3)[CH:8]=2)[C:3]=1[C:19]1[CH:20]=[C:21]([CH:25]=[CH:26][CH:27]=1)[C:22]([NH:38][C:36]1[S:37][C:33]([CH3:32])=[N:34][N:35]=1)=[O:23]. The yield is 0.470. (5) The reactants are [Cl-].O[NH3+:3].[C:4](=[O:7])([O-])[OH:5].[Na+].CS(C)=O.[CH2:13]([C:17]1[N:18]=[C:19]([CH3:54])[N:20]([CH2:39][C:40]2[CH:45]=[CH:44][C:43]([C:46]([N:48]3[CH2:53][CH2:52][O:51][CH2:50][CH2:49]3)=[O:47])=[CH:42][CH:41]=2)[C:21](=[O:38])[C:22]=1[CH2:23][C:24]1[CH:29]=[CH:28][C:27]([C:30]2[C:31]([C:36]#[N:37])=[CH:32][CH:33]=[CH:34][CH:35]=2)=[CH:26][CH:25]=1)[CH2:14][CH2:15][CH3:16]. The yield is 0.780. The product is [CH2:13]([C:17]1[N:18]=[C:19]([CH3:54])[N:20]([CH2:39][C:40]2[CH:41]=[CH:42][C:43]([C:46]([N:48]3[CH2:53][CH2:52][O:51][CH2:50][CH2:49]3)=[O:47])=[CH:44][CH:45]=2)[C:21](=[O:38])[C:22]=1[CH2:23][C:24]1[CH:25]=[CH:26][C:27]([C:30]2[CH:35]=[CH:34][CH:33]=[CH:32][C:31]=2[C:36]2[NH:3][C:4](=[O:7])[O:5][N:37]=2)=[CH:28][CH:29]=1)[CH2:14][CH2:15][CH3:16]. The catalyst is C(OCC)(=O)C. (6) The reactants are [NH2:1][C:2]1[CH:3]=[C:4]([OH:12])[C:5](=[CH:10][CH:11]=1)[C:6]([O:8][CH3:9])=[O:7].[C:13]1([S:23](Cl)(=[O:25])=[O:24])[C:22]2[C:17](=[CH:18][CH:19]=[CH:20][CH:21]=2)[CH:16]=[CH:15][CH:14]=1. No catalyst specified. The product is [OH:12][C:4]1[CH:3]=[C:2]([NH:1][S:23]([C:13]2[C:22]3[C:17](=[CH:18][CH:19]=[CH:20][CH:21]=3)[CH:16]=[CH:15][CH:14]=2)(=[O:25])=[O:24])[CH:11]=[CH:10][C:5]=1[C:6]([O:8][CH3:9])=[O:7]. The yield is 0.780. (7) The reactants are [CH3:1][C:2]([CH3:8])([C:6]#[CH:7])[C:3]([OH:5])=[O:4].[CH2:9](O)[C:10]1[CH:15]=[CH:14][CH:13]=[CH:12][CH:11]=1.C1CCC(N=C=NC2CCCCC2)CC1. The catalyst is ClCCl. The product is [CH3:1][C:2]([CH3:8])([C:6]#[CH:7])[C:3]([O:5][CH2:9][C:10]1[CH:15]=[CH:14][CH:13]=[CH:12][CH:11]=1)=[O:4]. The yield is 0.590.